This data is from Forward reaction prediction with 1.9M reactions from USPTO patents (1976-2016). The task is: Predict the product of the given reaction. (1) Given the reactants I[C:2]1[N:3]=[CH:4][N:5]([C:7]2[CH:12]=[C:11]([C:13]3[CH:18]=[CH:17][C:16]([C:19]([F:22])([F:21])[F:20])=[CH:15][CH:14]=3)[CH:10]=[C:9]([C:23]([F:26])([F:25])[F:24])[N:8]=2)[CH:6]=1.C([Mg]Cl)(C)C.[Li+].[Cl-].[Sn:34](Cl)([CH2:43][CH2:44][CH2:45][CH3:46])([CH2:39][CH2:40][CH2:41][CH3:42])[CH2:35][CH2:36][CH2:37][CH3:38], predict the reaction product. The product is: [CH2:43]([Sn:34]([CH2:35][CH2:36][CH2:37][CH3:38])([CH2:39][CH2:40][CH2:41][CH3:42])[C:2]1[N:3]=[CH:4][N:5]([C:7]2[CH:12]=[C:11]([C:13]3[CH:18]=[CH:17][C:16]([C:19]([F:22])([F:21])[F:20])=[CH:15][CH:14]=3)[CH:10]=[C:9]([C:23]([F:26])([F:25])[F:24])[N:8]=2)[CH:6]=1)[CH2:44][CH2:45][CH3:46]. (2) Given the reactants Br[C:2]1[CH:7]=[CH:6][CH:5]=[CH:4][N:3]=1.[C:8]1(=[O:12])[CH2:11][CH2:10][CH2:9]1, predict the reaction product. The product is: [OH:12][C:8]1([C:2]2[CH:7]=[CH:6][CH:5]=[CH:4][N:3]=2)[CH2:11][CH2:10][CH2:9]1. (3) Given the reactants C(N(C(C)C)CC)(C)C.[OH:10][C:11]1[CH:18]=[CH:17][C:14]([CH:15]=[O:16])=[CH:13][CH:12]=1.[CH3:19][O:20][CH2:21]Cl, predict the reaction product. The product is: [CH3:19][O:20][CH2:21][O:10][C:11]1[CH:18]=[CH:17][C:14]([CH:15]=[O:16])=[CH:13][CH:12]=1. (4) Given the reactants [NH2:1][C:2]1[C:10]2[CH2:9][CH2:8][N:7]([C:11]3[CH:16]=[CH:15][C:14]([N:17]([CH3:19])[CH3:18])=[CH:13][CH:12]=3)[C:6](=[O:20])[C:5]=2[NH:4][N:3]=1.[C:21](=[O:24])([O-])[O-].[K+].[K+].ClC[CH2:29][C:30]([N:32]1[CH2:37][CH2:36][N:35]([C:38]2[CH:43]=[CH:42][CH:41]=[CH:40][CH:39]=2)[CH2:34][CH2:33]1)=O, predict the reaction product. The product is: [NH2:1][C:2]1[C:10]2[CH2:9][CH2:8][N:7]([C:11]3[CH:16]=[CH:15][C:14]([N:17]([CH3:18])[CH3:19])=[CH:13][CH:12]=3)[C:6](=[O:20])[C:5]=2[N:4]([C:21](=[O:24])[CH2:29][CH2:30][N:32]2[CH2:37][CH2:36][N:35]([C:38]3[CH:43]=[CH:42][CH:41]=[CH:40][CH:39]=3)[CH2:34][CH2:33]2)[N:3]=1. (5) Given the reactants Br[C:2]1[CH:3]=[CH:4][CH:5]=[C:6]2[C:10]=1[C:9](=[O:11])[CH2:8][CH2:7]2.[CH3:12][N:13](C=O)C, predict the reaction product. The product is: [O:11]=[C:9]1[C:10]2[C:2]([C:12]#[N:13])=[CH:3][CH:4]=[CH:5][C:6]=2[CH2:7][CH2:8]1.